From a dataset of NCI-60 drug combinations with 297,098 pairs across 59 cell lines. Regression. Given two drug SMILES strings and cell line genomic features, predict the synergy score measuring deviation from expected non-interaction effect. (1) Drug 1: C1=CN(C=N1)CC(O)(P(=O)(O)O)P(=O)(O)O. Drug 2: CCN(CC)CCCC(C)NC1=C2C=C(C=CC2=NC3=C1C=CC(=C3)Cl)OC. Cell line: 786-0. Synergy scores: CSS=35.1, Synergy_ZIP=-9.30, Synergy_Bliss=-0.0903, Synergy_Loewe=-7.31, Synergy_HSA=-1.14. (2) Drug 1: C1CCN(CC1)CCOC2=CC=C(C=C2)C(=O)C3=C(SC4=C3C=CC(=C4)O)C5=CC=C(C=C5)O. Drug 2: COC1=CC(=CC(=C1O)OC)C2C3C(COC3=O)C(C4=CC5=C(C=C24)OCO5)OC6C(C(C7C(O6)COC(O7)C8=CC=CS8)O)O. Cell line: NCIH23. Synergy scores: CSS=31.9, Synergy_ZIP=2.88, Synergy_Bliss=2.84, Synergy_Loewe=-25.0, Synergy_HSA=0.532.